Task: Predict which catalyst facilitates the given reaction.. Dataset: Catalyst prediction with 721,799 reactions and 888 catalyst types from USPTO (1) Product: [Cl:23][C:22]1[C:17]([N:3]2[CH2:4][CH:5]3[N:8]([C:9]([O:11][C:12]([CH3:15])([CH3:14])[CH3:13])=[O:10])[CH:1]([CH2:7][CH2:6]3)[CH2:2]2)=[N:18][CH:19]=[CH:20][CH:21]=1. Reactant: [CH:1]12[N:8]([C:9]([O:11][C:12]([CH3:15])([CH3:14])[CH3:13])=[O:10])[CH:5]([CH2:6][CH2:7]1)[CH2:4][NH:3][CH2:2]2.Br[C:17]1[C:22]([Cl:23])=[CH:21][CH:20]=[CH:19][N:18]=1.C(=O)([O-])[O-].[K+].[K+]. The catalyst class is: 42. (2) Reactant: [Cl:1][C:2]1[N:7]=[C:6]([NH:8]C(=O)C(C)(C)C)[CH:5]=[CH:4][C:3]=1[CH3:15].C([O-])(O)=O.[Na+]. Product: [Cl:1][C:2]1[N:7]=[C:6]([NH2:8])[CH:5]=[CH:4][C:3]=1[CH3:15]. The catalyst class is: 33. (3) Reactant: CO.C([O:10][C:11]1[C:12]([CH3:32])=[C:13]([CH3:31])[C:14]([NH:18][C:19](=[O:30])[C:20]2[CH:25]=[CH:24][C:23]([C:26]([CH3:29])([CH3:28])[CH3:27])=[CH:22][CH:21]=2)=[N:15][C:16]=1[CH3:17])C1C=CC=CC=1. Product: [OH:10][C:11]1[C:12]([CH3:32])=[C:13]([CH3:31])[C:14]([NH:18][C:19](=[O:30])[C:20]2[CH:25]=[CH:24][C:23]([C:26]([CH3:27])([CH3:28])[CH3:29])=[CH:22][CH:21]=2)=[N:15][C:16]=1[CH3:17]. The catalyst class is: 45. (4) Reactant: [CH2:1]([O:3][C:4](=[O:17])[CH2:5][O:6][C:7]1[C:12]([N+:13]([O-:15])=[O:14])=[CH:11][CH:10]=[C:9](Cl)[N:8]=1)[CH3:2].C(N(CC)CC)C.[CH3:25][O:26][C:27]1[CH:34]=[C:33]([O:35][CH3:36])[CH:32]=[CH:31][C:28]=1[CH2:29][NH2:30]. Product: [CH2:1]([O:3][C:4](=[O:17])[CH2:5][O:6][C:7]1[C:12]([N+:13]([O-:15])=[O:14])=[CH:11][CH:10]=[C:9]([NH:30][CH2:29][C:28]2[CH:31]=[CH:32][C:33]([O:35][CH3:36])=[CH:34][C:27]=2[O:26][CH3:25])[N:8]=1)[CH3:2]. The catalyst class is: 23. (5) Reactant: ClC1C=C(C=CC=1)C(OO)=[O:6].[Br:12][C:13]1[CH:14]=[N:15][C:16]([N:19]2[C:27]3[C:22](=[CH:23][CH:24]=[C:25]([C:28]([N:30]4[CH2:35][CH2:34][O:33][CH2:32][CH2:31]4)=[O:29])[CH:26]=3)[C:21]([S:36][CH3:37])=[N:20]2)=[N:17][CH:18]=1. Product: [Br:12][C:13]1[CH:18]=[N:17][C:16]([N:19]2[C:27]3[C:22](=[CH:23][CH:24]=[C:25]([C:28]([N:30]4[CH2:31][CH2:32][O:33][CH2:34][CH2:35]4)=[O:29])[CH:26]=3)[C:21]([S:36]([CH3:37])=[O:6])=[N:20]2)=[N:15][CH:14]=1. The catalyst class is: 4. (6) Reactant: [CH2:1]([O:8][C:9]([NH:11][C:12]([CH3:17])([CH3:16])[C:13]([OH:15])=O)=[O:10])[C:2]1[CH:7]=[CH:6][CH:5]=[CH:4][CH:3]=1.C(N1C=CN=C1)(N1C=CN=C1)=O.[NH2:30][CH2:31][CH2:32][OH:33]. Product: [CH2:1]([O:8][C:9]([NH:11][C:12]([CH3:17])([CH3:16])[C:13]([NH:30][CH2:31][CH2:32][OH:33])=[O:15])=[O:10])[C:2]1[CH:3]=[CH:4][CH:5]=[CH:6][CH:7]=1. The catalyst class is: 7. (7) The catalyst class is: 2. Product: [ClH:1].[CH3:43][N:41]([CH3:42])[C:40]([C:37]1[CH:38]=[CH:39][C:34]([C:28]2[CH:29]=[CH:30][C:31]([O:32][CH3:33])=[C:26]([CH2:25][N:9]([CH:10]3[CH2:11][CH2:12][CH:13]([NH:16][CH3:17])[CH2:14][CH2:15]3)[C:7]([C:6]3[S:5][C:4]4[C:45]([F:50])=[CH:46][CH:47]=[C:48]([F:49])[C:3]=4[C:2]=3[Cl:1])=[O:8])[CH:27]=2)=[CH:35][CH:36]=1)=[O:44]. Reactant: [Cl:1][C:2]1[C:3]2[C:48]([F:49])=[CH:47][CH:46]=[C:45]([F:50])[C:4]=2[S:5][C:6]=1[C:7]([N:9]([CH2:25][C:26]1[CH:27]=[C:28]([C:34]2[CH:39]=[CH:38][C:37]([C:40](=[O:44])[N:41]([CH3:43])[CH3:42])=[CH:36][CH:35]=2)[CH:29]=[CH:30][C:31]=1[O:32][CH3:33])[CH:10]1[CH2:15][CH2:14][CH:13]([N:16](C)[C:17](=O)OC(C)(C)C)[CH2:12][CH2:11]1)=[O:8].CC(OC)(C)C. (8) Reactant: [F:1][C:2]1[CH:24]=[C:23]([F:25])[CH:22]=[C:21]([F:26])[C:3]=1[C:4]([NH:6][C:7]1[CH:12]=[CH:11][CH:10]=[C:9]([C:13]([CH:15]2[CH2:20][CH2:19][NH:18][CH2:17][CH2:16]2)=[O:14])[N:8]=1)=[O:5].[CH:27](=O)[CH2:28][CH3:29].[Na].C(O)(=O)C. Product: [F:26][C:21]1[CH:22]=[C:23]([F:25])[CH:24]=[C:2]([F:1])[C:3]=1[C:4]([NH:6][C:7]1[CH:12]=[CH:11][CH:10]=[C:9]([C:13]([CH:15]2[CH2:16][CH2:17][N:18]([CH2:27][CH2:28][CH3:29])[CH2:19][CH2:20]2)=[O:14])[N:8]=1)=[O:5]. The catalyst class is: 138. (9) Product: [Br:14][CH2:15][C:16]([NH:1][C:2]1[CH:3]=[C:4]([C:5]#[N:6])[CH:7]=[C:8]([N+:11]([O-:13])=[O:12])[C:9]=1[Cl:10])=[O:17]. Reactant: [NH2:1][C:2]1[CH:3]=[C:4]([CH:7]=[C:8]([N+:11]([O-:13])=[O:12])[C:9]=1[Cl:10])[C:5]#[N:6].[Br:14][CH2:15][C:16](Br)=[O:17]. The catalyst class is: 754.